From a dataset of Reaction yield outcomes from USPTO patents with 853,638 reactions. Predict the reaction yield, written as a fraction of the theoretical maximum amount of product (1.0 means a 100% yield; for example, 0.34 means a 34% yield). (1) The product is [CH:1]([C:4]1[NH:5][C:6]([C:16]2[CH:17]=[C:18]([C:22]3[CH:27]=[CH:26][C:25]([C:28]([N:30]4[CH2:31][CH2:32][S:33](=[O:44])[CH2:34][CH2:35]4)=[O:29])=[CH:24][CH:23]=3)[CH:19]=[CH:20][CH:21]=2)=[C:7]([C:9]2[CH:14]=[CH:13][CH:12]=[C:11]([CH3:15])[N:10]=2)[N:8]=1)([CH3:3])[CH3:2]. The catalyst is C(Cl)Cl. The reactants are [CH:1]([C:4]1[NH:5][C:6]([C:16]2[CH:17]=[C:18]([C:22]3[CH:27]=[CH:26][C:25]([C:28]([N:30]4[CH2:35][CH2:34][S:33][CH2:32][CH2:31]4)=[O:29])=[CH:24][CH:23]=3)[CH:19]=[CH:20][CH:21]=2)=[C:7]([C:9]2[CH:14]=[CH:13][CH:12]=[C:11]([CH3:15])[N:10]=2)[N:8]=1)([CH3:3])[CH3:2].ClC1C=CC=C(C(OO)=[O:44])C=1.O. The yield is 0.410. (2) The catalyst is CO. The yield is 0.660. The product is [CH3:40][NH:39][C:38](=[O:41])[C:34]1[CH:35]=[CH:36][CH:37]=[C:32]([C:29]2[CH:30]=[CH:31][C:26]([O:25][C@@H:8]3[C@@H:9]([OH:21])[C@:10]([OH:17])([CH3:16])[C@H:11]([OH:12])[C@@H:6]([CH2:5][OH:4])[O:7]3)=[C:27]([CH3:42])[CH:28]=2)[CH:33]=1. The reactants are C([O:4][CH2:5][C@@H:6]1[C@@H:11]([O:12]C(=O)C)[C@@:10]([O:17]C(=O)C)([CH3:16])[C@H:9]([O:21]C(=O)C)[C@@H:8]([O:25][C:26]2[CH:31]=[CH:30][C:29]([C:32]3[CH:37]=[CH:36][CH:35]=[C:34]([C:38](=[O:41])[NH:39][CH3:40])[CH:33]=3)=[CH:28][C:27]=2[CH3:42])[O:7]1)(=O)C.C[O-].[Na+]. (3) The reactants are C[C:2]1([CH3:15])[O:6][C@H:5]([C@H:7](O)[CH2:8]O)[C@@H:4]([C@H:11](O)[CH2:12]O)O1.[C:16]([OH:19])(=O)[CH3:17].[C:20]([OH:23])(=O)[CH3:21].I[C:25]1[CH:30]=[CH:29]C=[CH:27][CH:26]=1.C([O-])(O)=O.[Na+].[C:36]([C:40]1[CH:46]=[CH:45][C:43]([NH2:44])=[CH:42][CH:41]=1)([CH3:39])([CH3:38])[CH3:37].[CH2:47]([O:54][C:55]1[CH:60]=[CH:59][C:58](B(O)O)=[CH:57][CH:56]=1)[C:48]1[CH:53]=[CH:52][CH:51]=[CH:50][CH:49]=1.FC(F)(F)C(O)C(F)(F)F. The catalyst is CO.ClCCl. The product is [CH2:47]([O:54][C:55]1[CH:60]=[CH:59][C:58]([C@H:17]2[C@@H:16]([OH:19])[C@H:20]([OH:23])[C@H:21]([C:12]3[CH:11]=[CH:4][C:5]([O:6][CH2:2][C:15]4[CH:29]=[CH:30][CH:25]=[CH:26][CH:27]=4)=[CH:7][CH:8]=3)[N:44]2[C:43]2[CH:42]=[CH:41][C:40]([C:36]([CH3:39])([CH3:37])[CH3:38])=[CH:46][CH:45]=2)=[CH:57][CH:56]=1)[C:48]1[CH:53]=[CH:52][CH:51]=[CH:50][CH:49]=1. The yield is 0.460. (4) The reactants are [CH2:1]([N:3]1[C:9](=[O:10])[C:8]([CH3:12])([CH3:11])[C:7](=[O:13])[N:6]([CH3:14])[C:5]2[CH:15]=[C:16]([O:19][CH2:20][CH2:21][CH2:22]I)[CH:17]=[CH:18][C:4]1=2)[CH3:2].[NH2:24][CH2:25][CH2:26][C:27]1[CH:28]=[N:29][CH:30]=[CH:31][CH:32]=1. The catalyst is CO. The product is [CH2:1]([N:3]1[C:9](=[O:10])[C:8]([CH3:12])([CH3:11])[C:7](=[O:13])[N:6]([CH3:14])[C:5]2[CH:15]=[C:16]([O:19][CH2:20][CH2:21][CH2:22][NH:24][CH2:25][CH2:26][C:27]3[CH:28]=[N:29][CH:30]=[CH:31][CH:32]=3)[CH:17]=[CH:18][C:4]1=2)[CH3:2]. The yield is 0.700. (5) The reactants are [CH3:1][C:2]1[CH:7]=[CH:6][N:5]=[CH:4][C:3]=1[N:8]1[CH2:12][CH2:11][NH:10][C:9]1=[O:13].Br[C:15]1[CH:25]=[CH:24][C:18]2[O:19][C:20]([F:23])([F:22])[O:21][C:17]=2[CH:16]=1.N[C@@H]1CCCC[C@H]1N.P([O-])([O-])([O-])=O.[K+].[K+].[K+]. The catalyst is [Cu](I)I.O1CCOCC1. The product is [F:23][C:20]1([F:22])[O:19][C:18]2[CH:24]=[CH:25][C:15]([N:10]3[CH2:11][CH2:12][N:8]([C:3]4[CH:4]=[N:5][CH:6]=[CH:7][C:2]=4[CH3:1])[C:9]3=[O:13])=[CH:16][C:17]=2[O:21]1. The yield is 0.920.